From a dataset of Forward reaction prediction with 1.9M reactions from USPTO patents (1976-2016). Predict the product of the given reaction. Given the reactants [CH3:1][O:2][C:3]1[CH:8]=[CH:7][C:6]([NH:9][C:10](=[O:12])[CH3:11])=[C:5]([CH3:13])[CH:4]=1.[N+:14]([O-])([OH:16])=[O:15], predict the reaction product. The product is: [CH3:1][O:2][C:3]1[C:8]([N+:14]([O-:16])=[O:15])=[CH:7][C:6]([NH:9][C:10](=[O:12])[CH3:11])=[C:5]([CH3:13])[CH:4]=1.